Task: Predict the reaction yield, written as a fraction of the theoretical maximum amount of product (1.0 means a 100% yield; for example, 0.34 means a 34% yield).. Dataset: Reaction yield outcomes from USPTO patents with 853,638 reactions (1) The reactants are [CH2:1](Br)[CH:2]=[CH2:3].C(N(C(C)C)CC)(C)C.[CH3:14][O:15][C:16]1[CH:23]=[C:22]([O:24][CH3:25])[CH:21]=[CH:20][C:17]=1[CH2:18][NH2:19].[OH-].[Na+]. The catalyst is C(Cl)Cl. The product is [CH2:1]([NH:19][CH2:18][C:17]1[CH:20]=[CH:21][C:22]([O:24][CH3:25])=[CH:23][C:16]=1[O:15][CH3:14])[CH:2]=[CH2:3]. The yield is 0.400. (2) The reactants are COC(=O)C(NC1C=C([Cl:16])C=C(Cl)C=1OCC1C=CC=CC=1)=CC([O-])=O.C[O:28][C:29]([C:31]1[CH:40]=[C:39]([N:41]2[CH2:46][CH2:45][NH:44][CH2:43][CH2:42]2)[C:38]2[C:33](=[C:34]([OH:47])[CH:35]=[CH:36][CH:37]=2)[N:32]=1)=[O:30]. No catalyst specified. The product is [ClH:16].[OH:47][C:34]1[CH:35]=[CH:36][CH:37]=[C:38]2[C:33]=1[N:32]=[C:31]([C:29]([OH:30])=[O:28])[CH:40]=[C:39]2[N:41]1[CH2:42][CH2:43][NH:44][CH2:45][CH2:46]1. The yield is 0.740. (3) The reactants are Cl.[CH3:2][S:3]([C:6]1[CH:12]=[CH:11][C:9]([NH2:10])=[CH:8][CH:7]=1)(=[O:5])=[O:4].C([Al](CC)CC)C.[C:20]([C:22]1[C:23]([CH3:28])=[N:24][CH:25]=[CH:26][CH:27]=1)#[N:21]. The catalyst is ClC(Cl)C. The product is [CH3:28][C:23]1[C:22]([C:20](=[NH:21])[NH:10][C:9]2[CH:11]=[CH:12][C:6]([S:3]([CH3:2])(=[O:4])=[O:5])=[CH:7][CH:8]=2)=[CH:27][CH:26]=[CH:25][N:24]=1. The yield is 0.600. (4) The reactants are [CH2:1]([NH2:12])[C:2]1[CH:11]=[CH:10][C:7]([O:8][CH3:9])=[C:4]([O:5][CH3:6])[CH:3]=1.Br[C:14]1[S:18][C:17]([NH2:19])=[N:16][N:15]=1.C(=O)([O-])[O-].[K+].[K+]. The catalyst is C(O)C. The product is [CH3:6][O:5][C:4]1[CH:3]=[C:2]([CH:11]=[CH:10][C:7]=1[O:8][CH3:9])[CH2:1][NH:12][C:14]1[S:18][C:17]([NH2:19])=[N:16][N:15]=1. The yield is 0.930. (5) The reactants are [CH3:1][C:2]1([CH3:12])[O:6][C@H:5]([CH2:7][C:8]([OH:10])=O)[C:4](=[O:11])[O:3]1.[CH2:13]([SH:15])[CH3:14].C1CCC(N=C=NC2CCCCC2)CC1.C(O)(=O)C. The product is [CH3:12][C:2]1([CH3:1])[O:6][C@H:5]([CH2:7][C:8](=[O:10])[S:15][CH2:13][CH3:14])[C:4](=[O:11])[O:3]1. The catalyst is C(Cl)Cl.CN(C)C1C=CN=CC=1.C(OCC)C. The yield is 0.718.